From a dataset of Reaction yield outcomes from USPTO patents with 853,638 reactions. Predict the reaction yield, written as a fraction of the theoretical maximum amount of product (1.0 means a 100% yield; for example, 0.34 means a 34% yield). (1) The reactants are [C:1]([O:9][C@@H:10]1[C@@H:14]([CH2:15][OH:16])[CH2:13][C@@H:12]([NH:17]C(OC(C)(C)C)=O)[C@@H:11]1[O:25][C:26](=[O:33])[C:27]1[CH:32]=[CH:31][CH:30]=[CH:29][CH:28]=1)(=[O:8])[C:2]1[CH:7]=[CH:6][CH:5]=[CH:4][CH:3]=1.[ClH:34].O1CCOCC1. No catalyst specified. The product is [ClH:34].[C:1]([O:9][C@@H:10]1[C@@H:14]([CH2:15][OH:16])[CH2:13][C@@H:12]([NH2:17])[C@@H:11]1[O:25][C:26](=[O:33])[C:27]1[CH:32]=[CH:31][CH:30]=[CH:29][CH:28]=1)(=[O:8])[C:2]1[CH:3]=[CH:4][CH:5]=[CH:6][CH:7]=1. The yield is 0.900. (2) The reactants are [CH:1]1(B(O)O)[CH2:3][CH2:2]1.[NH2:7][C:8]1[N:16]=[C:15]2[C:11]([NH:12][C:13](=[O:20])[N:14]2[CH2:17][CH2:18][OH:19])=[C:10]([Cl:21])[N:9]=1.C([O-])([O-])=O.[Na+].[Na+].C1C=CN=C(C2C=CC=CN=2)C=1.[NH4+].[Cl-]. The catalyst is ClC(Cl)C.CN(C)C=O.CC([O-])=O.CC([O-])=O.[Cu+2].O. The product is [NH2:7][C:8]1[N:16]=[C:15]2[C:11]([N:12]([CH:1]3[CH2:3][CH2:2]3)[C:13](=[O:20])[N:14]2[CH2:17][CH2:18][OH:19])=[C:10]([Cl:21])[N:9]=1. The yield is 0.270. (3) The reactants are [Cl:1][C:2]1[CH:3]=[C:4]([CH:10]([C:29]([F:32])([F:31])[F:30])/[CH:11]=[CH:12]/[C:13]2[CH:14]=[C:15]3[C:19](=[CH:20][CH:21]=2)[N:18](C(OC(C)(C)C)=O)[CH:17]=[CH:16]3)[CH:5]=[C:6]([Cl:9])[C:7]=1[F:8].C(O)(C(F)(F)F)=O. The catalyst is C(Cl)Cl. The product is [Cl:9][C:6]1[CH:5]=[C:4]([CH:10]([C:29]([F:30])([F:32])[F:31])/[CH:11]=[CH:12]/[C:13]2[CH:14]=[C:15]3[C:19](=[CH:20][CH:21]=2)[NH:18][CH:17]=[CH:16]3)[CH:3]=[C:2]([Cl:1])[C:7]=1[F:8]. The yield is 0.970. (4) The reactants are [F:1][C:2]([F:15])([C:8]1(O)[CH2:13][CH2:12][CH2:11][CH2:10][O:9]1)[C:3]([O:5][CH2:6][CH3:7])=[O:4].C([SiH](CC)CC)C.C(O)(C(F)(F)F)=O. No catalyst specified. The product is [F:15][C:2]([F:1])([CH:8]1[CH2:13][CH2:12][CH2:11][CH2:10][O:9]1)[C:3]([O:5][CH2:6][CH3:7])=[O:4]. The yield is 0.780. (5) The reactants are [Cl:1][CH2:2][CH2:3][CH2:4][S:5](Cl)(=[O:7])=[O:6].C(N(CC)CC)C.[OH:16][CH2:17][C:18]([CH3:35])([CH3:34])[C@@H:19]([O:26][Si:27]([CH3:33])([CH3:32])[C:28]([CH3:31])([CH3:30])[CH3:29])/[CH:20]=[CH:21]/[C:22]([O:24][CH3:25])=[O:23]. The catalyst is ClCCl.CN(C1C=CN=CC=1)C. The product is [Cl:1][CH2:2][CH2:3][CH2:4][S:5]([O:16][CH2:17][C:18]([CH3:35])([CH3:34])[C@@H:19]([O:26][Si:27]([CH3:33])([CH3:32])[C:28]([CH3:30])([CH3:29])[CH3:31])/[CH:20]=[CH:21]/[C:22]([O:24][CH3:25])=[O:23])(=[O:7])=[O:6]. The yield is 0.840. (6) The reactants are [CH3:1][O:2][C:3]1[N:8]=[C:7]2[N:9]=[C:10]([O:13]CC3C=CC(OC)=CC=3)[CH:11]=[CH:12][C:6]2=[N:5][CH:4]=1.[N+]([O-])([O-])=O.[Ce+4].[NH4+].[N+]([O-])([O-])=O.[N+]([O-])([O-])=O.[N+]([O-])([O-])=O.[N+]([O-])([O-])=O.CO.C(Cl)Cl. The catalyst is C(#N)C.O. The product is [CH3:1][O:2][C:3]1[N:8]=[C:7]2[NH:9][C:10](=[O:13])[CH:11]=[CH:12][C:6]2=[N:5][CH:4]=1. The yield is 0.850. (7) The reactants are [CH3:1][C:2](C)([O-:4])C.[K+].[NH2:7][C:8]1[C:13]([C:14]#[C:15][C:16]2[CH:21]=[CH:20][C:19](NC(=O)C)=[CH:18][CH:17]=2)=[CH:12][C:11]([N+:26]([O-:28])=[O:27])=[CH:10][N:9]=1.O1CCCC1.C[N:35](C)C=O. No catalyst specified. The product is [N+:26]([C:11]1[CH:12]=[C:13]2[CH:14]=[C:15]([C:16]3[CH:17]=[C:18]([NH:35][C:2](=[O:4])[CH3:1])[CH:19]=[CH:20][CH:21]=3)[NH:7][C:8]2=[N:9][CH:10]=1)([O-:28])=[O:27]. The yield is 0.680.